From a dataset of NCI-60 drug combinations with 297,098 pairs across 59 cell lines. Regression. Given two drug SMILES strings and cell line genomic features, predict the synergy score measuring deviation from expected non-interaction effect. Drug 1: CC(C1=C(C=CC(=C1Cl)F)Cl)OC2=C(N=CC(=C2)C3=CN(N=C3)C4CCNCC4)N. Drug 2: CNC(=O)C1=NC=CC(=C1)OC2=CC=C(C=C2)NC(=O)NC3=CC(=C(C=C3)Cl)C(F)(F)F. Cell line: 786-0. Synergy scores: CSS=4.72, Synergy_ZIP=-6.14, Synergy_Bliss=-7.61, Synergy_Loewe=-11.6, Synergy_HSA=-7.81.